This data is from Forward reaction prediction with 1.9M reactions from USPTO patents (1976-2016). The task is: Predict the product of the given reaction. (1) The product is: [C:25]([O:24][C:22]([C:18]1[C:17]([CH3:29])=[C:16]2[C:21](=[CH:20][CH:19]=1)[CH:13]([N:12]([CH2:30][C:31]([O:33][C:34]([CH3:36])([CH3:35])[CH3:37])=[O:32])[CH2:11][C:9]1[CH:10]=[C:5]([C:3](=[O:2])[NH:43][CH2:42][C:41]3[CH:44]=[CH:45][C:46]([F:47])=[C:39]([CH3:38])[CH:40]=3)[N:6]=[CH:7][N:8]=1)[CH2:14][CH2:15]2)=[O:23])([CH3:26])([CH3:27])[CH3:28]. Given the reactants C[O:2][C:3]([C:5]1[CH:10]=[C:9]([CH2:11][N:12]([CH2:30][C:31]([O:33][C:34]([CH3:37])([CH3:36])[CH3:35])=[O:32])[CH:13]2[C:21]3[C:16](=[C:17]([CH3:29])[C:18]([C:22]([O:24][C:25]([CH3:28])([CH3:27])[CH3:26])=[O:23])=[CH:19][CH:20]=3)[CH2:15][CH2:14]2)[N:8]=[CH:7][N:6]=1)=O.[CH3:38][C:39]1[CH:40]=[C:41]([CH:44]=[CH:45][C:46]=1[F:47])[CH2:42][NH2:43], predict the reaction product. (2) Given the reactants C[O:2][C:3]([C@@H:5]1[CH2:9][CH2:8][CH2:7][N:6]1[S:10]([C:13]1[S:17][C:16]([NH:18][C:19]([N:21](CC2CCCC2)[C:22]2[CH:27]=[CH:26][C:25]([S:28]([CH3:31])(=[O:30])=[O:29])=[CH:24][CH:23]=2)=[O:20])=[N:15][CH:14]=1)(=[O:12])=[O:11])=[O:4].[CH:38]1(CN(C2C=CC(S(C)(=O)=O)=CC=2)C(=O)NC2SC=C(CC(O)=O)N=2)[CH2:42][CH2:41][CH2:40][CH2:39]1.[CH:67]1(CNC2C=CC(S(C)(=O)=O)=CC=2)CCCC1.COC([C@@H]1CCCN1S(C1SC(N)=NC=1)(=O)=O)=O, predict the reaction product. The product is: [CH:38]1([N:21]([C:22]2[CH:23]=[CH:24][C:25]([S:28]([CH3:31])(=[O:29])=[O:30])=[CH:26][CH:27]=2)[C:19](=[O:20])[N:18]([CH3:67])[C:16]2[S:17][C:13]([S:10]([N:6]3[CH2:7][CH2:8][CH2:9][C@H:5]3[C:3]([OH:2])=[O:4])(=[O:12])=[O:11])=[CH:14][N:15]=2)[CH2:42][CH2:41][CH2:40][CH2:39]1. (3) Given the reactants [F:1][C:2]1[C:3]([NH:9][CH2:10][C:11]([CH3:14])([OH:13])[CH3:12])=[N:4][CH:5]=[C:6]([I:8])[CH:7]=1.N1C=CC=CC=1.[C:21](Cl)(Cl)=[O:22], predict the reaction product. The product is: [F:1][C:2]1[C:3]([N:9]2[CH2:10][C:11]([CH3:14])([CH3:12])[O:13][C:21]2=[O:22])=[N:4][CH:5]=[C:6]([I:8])[CH:7]=1. (4) Given the reactants Cl[C:2]1[CH:17]=[C:16]([N:18]2[CH2:23][CH2:22][CH:21]([CH2:24][O:25][CH:26]3[CH2:31][CH2:30][CH2:29][CH2:28][O:27]3)[CH2:20][CH2:19]2)[C:5]([C:6]([O:8][CH2:9][C:10]2[CH:15]=[CH:14][CH:13]=[CH:12][CH:11]=2)=[O:7])=[CH:4][N:3]=1.[CH3:32][O-:33].[Na+], predict the reaction product. The product is: [CH3:32][O:33][C:2]1[CH:17]=[C:16]([N:18]2[CH2:23][CH2:22][CH:21]([CH2:24][O:25][CH:26]3[CH2:31][CH2:30][CH2:29][CH2:28][O:27]3)[CH2:20][CH2:19]2)[C:5]([C:6]([O:8][CH2:9][C:10]2[CH:15]=[CH:14][CH:13]=[CH:12][CH:11]=2)=[O:7])=[CH:4][N:3]=1. (5) Given the reactants [OH:1][C:2]1[CH:9]=[CH:8][C:5]([CH:6]=[O:7])=[CH:4][CH:3]=1.[OH-].[Na+].[CH2:12](Br)[C:13]1[CH:18]=[CH:17][CH:16]=[CH:15][CH:14]=1, predict the reaction product. The product is: [C:13]1([CH2:12][O:1][C:2]2[CH:9]=[CH:8][C:5]([CH:6]=[O:7])=[CH:4][CH:3]=2)[CH:18]=[CH:17][CH:16]=[CH:15][CH:14]=1. (6) Given the reactants Cl.[N:2]1[CH:7]=[CH:6][C:5]([C:8]2[CH:16]=[CH:15][C:11]([C:12]([OH:14])=O)=[CH:10][CH:9]=2)=[CH:4][CH:3]=1.[C:17]([O:21][C:22](=[O:35])[NH:23][CH2:24][CH2:25][NH:26][CH2:27][C:28]1[CH:33]=[CH:32][C:31]([Cl:34])=[CH:30][CH:29]=1)([CH3:20])([CH3:19])[CH3:18].C1C=CC2N(O)N=NC=2C=1.CCN=C=NCCCN(C)C.C(N(CC)CC)C, predict the reaction product. The product is: [C:17]([O:21][C:22](=[O:35])[NH:23][CH2:24][CH2:25][N:26]([CH2:27][C:28]1[CH:33]=[CH:32][C:31]([Cl:34])=[CH:30][CH:29]=1)[C:12](=[O:14])[C:11]1[CH:10]=[CH:9][C:8]([C:5]2[CH:4]=[CH:3][N:2]=[CH:7][CH:6]=2)=[CH:16][CH:15]=1)([CH3:20])([CH3:18])[CH3:19]. (7) Given the reactants Br[C:2]1[CH2:7][CH2:6][N:5]([CH2:8][C:9]2[CH:14]=[CH:13][CH:12]=[CH:11][CH:10]=2)[C:4](=[O:15])[C:3]=1O.[CH3:17][C:18]1[N:22]([CH2:23][C:24]([N:26]2[CH2:31][CH2:30][CH:29]([C:32](=[S:34])[NH2:33])[CH2:28][CH2:27]2)=[O:25])[N:21]=[C:20]([C:35]([F:38])([F:37])[F:36])[CH:19]=1, predict the reaction product. The product is: [CH3:17][C:18]1[N:22]([CH2:23][C:24]([N:26]2[CH2:31][CH2:30][CH:29]([C:32]3[S:34][C:2]4[CH2:7][CH2:6][N:5]([CH2:8][C:9]5[CH:14]=[CH:13][CH:12]=[CH:11][CH:10]=5)[C:4](=[O:15])[C:3]=4[N:33]=3)[CH2:28][CH2:27]2)=[O:25])[N:21]=[C:20]([C:35]([F:38])([F:36])[F:37])[CH:19]=1.